From a dataset of Reaction yield outcomes from USPTO patents with 853,638 reactions. Predict the reaction yield, written as a fraction of the theoretical maximum amount of product (1.0 means a 100% yield; for example, 0.34 means a 34% yield). The product is [Br:14][C:4]1[C:5]([O:11][CH3:12])=[C:6]([C:8](=[O:10])[CH3:9])[CH:7]=[C:2]([Cl:1])[C:3]=1[CH3:13]. The catalyst is C(O)(=O)C. The reactants are [Cl:1][C:2]1[C:3]([CH3:13])=[CH:4][C:5]([O:11][CH3:12])=[C:6]([C:8](=[O:10])[CH3:9])[CH:7]=1.[Br:14]N1C(=O)CCC1=O. The yield is 0.380.